This data is from Reaction yield outcomes from USPTO patents with 853,638 reactions. The task is: Predict the reaction yield, written as a fraction of the theoretical maximum amount of product (1.0 means a 100% yield; for example, 0.34 means a 34% yield). (1) The reactants are [CH3:1][C:2]1[CH:3]=[N:4][NH:5][CH:6]=1.[CH3:7][N:8]([CH3:13])[S:9](Cl)(=[O:11])=[O:10].C(N(CC)CC)C. The catalyst is C(Cl)Cl. The product is [CH3:7][N:8]([CH3:13])[S:9]([N:4]1[CH:3]=[C:2]([CH3:1])[CH:6]=[N:5]1)(=[O:11])=[O:10]. The yield is 0.920. (2) The reactants are CN(C=O)C.[CH3:6][C:7]1[O:11][N:10]=[CH:9][C:8]=1[C:12]([OH:14])=O.[Cl:15][C:16]1[CH:21]=[CH:20][C:19]([C:22]23[NH:40][CH2:39][CH2:38][N:23]2[C:24](=[O:37])[C:25]2[N:26]([C:28]([C:31]4[CH:36]=[CH:35][N:34]=[CH:33][CH:32]=4)=[CH:29][CH:30]=2)[CH2:27]3)=[CH:18][CH:17]=1.C(#N)C. The catalyst is ClCCl.N1C=CC=CC=1.C([O-])(O)=O.[Na+].O. The product is [Cl:15][C:16]1[CH:21]=[CH:20][C:19]([C:22]23[N:40]([C:12]([C:8]4[CH:9]=[N:10][O:11][C:7]=4[CH3:6])=[O:14])[CH2:39][CH2:38][N:23]2[C:24](=[O:37])[C:25]2[N:26]([C:28]([C:31]4[CH:32]=[CH:33][N:34]=[CH:35][CH:36]=4)=[CH:29][CH:30]=2)[CH2:27]3)=[CH:18][CH:17]=1. The yield is 0.120. (3) The yield is 0.450. The catalyst is [Hg].C(O)(C)(C)C.C(OCC)(=O)C. The product is [C:13]([O:17][C:18]([N:20]1[CH:24]2[CH2:25][CH2:26][CH:21]1[CH:22]=[CH:23]2)=[O:19])([CH3:16])([CH3:14])[CH3:15]. The reactants are [Na].C(O)(C)(C)C.C(OCC)(=O)C.[C:13]([O:17][C:18]([N:20]1[CH:24]2[CH2:25][CH2:26][CH:21]1[C:22](S(C1C=CC(C)=CC=1)(=O)=O)=[CH:23]2)=[O:19])([CH3:16])([CH3:15])[CH3:14].